This data is from Full USPTO retrosynthesis dataset with 1.9M reactions from patents (1976-2016). The task is: Predict the reactants needed to synthesize the given product. (1) Given the product [CH3:15][O:14][C:12](=[O:13])[CH2:11][NH:3][NH:2][C:1]([O:5][C:6]([CH3:9])([CH3:8])[CH3:7])=[O:4], predict the reactants needed to synthesize it. The reactants are: [C:1]([O:5][C:6]([CH3:9])([CH3:8])[CH3:7])(=[O:4])[NH:2][NH2:3].Br[CH2:11][C:12]([O:14][CH3:15])=[O:13].N. (2) The reactants are: CC(O[C:6]([N:8]1[CH2:12][C@@H:11]([CH:13]2[CH2:18][CH2:17][N:16]([S:19]([CH3:22])(=[O:21])=[O:20])[CH2:15][CH2:14]2)[CH2:10][C@H:9]1[C:23]([OH:25])=[O:24])=[O:7])(C)C.[NH2:26][C:27]1[CH:38]=[CH:37][C:30]([C:31]([O:33][CH2:34][CH:35]=[CH2:36])=[O:32])=[CH:29][CH:28]=1.[Cl:39][C:40]1[C:48]2[C:43](=[CH:44][CH:45]=[C:46]([C:50]([OH:52])=O)[C:47]=2[F:49])[N:42]([CH3:53])[CH:41]=1. Given the product [Cl:39][C:40]1[C:48]2[C:43](=[CH:44][CH:45]=[C:46]([C:6]([N:8]3[CH2:12][C@@H:11]([CH:13]4[CH2:14][CH2:15][N:16]([S:19]([CH3:22])(=[O:20])=[O:21])[CH2:17][CH2:18]4)[CH2:10][C@H:9]3[C:23]([NH:26][C:27]3[CH:28]=[CH:29][C:30]([C:31]([O:33][CH2:34][CH:35]=[CH2:36])=[O:32])=[CH:37][CH:38]=3)=[O:25])=[O:7])[C:47]=2[F:49])[N:42]([CH3:53])[CH:41]=1.[Cl:39][C:40]1[C:48]2[C:43](=[CH:44][CH:45]=[C:46]([C:50]([N:8]3[CH2:12][C@@H:11]([CH:13]4[CH2:18][CH2:17][N:16]([S:19]([CH3:22])(=[O:21])=[O:20])[CH2:15][CH2:14]4)[CH2:10][C@H:9]3[C:23]([NH:26][C:27]3[CH:28]=[CH:29][C:30]([C:31]([OH:33])=[O:32])=[CH:37][CH:38]=3)=[O:24])=[O:52])[C:47]=2[F:49])[N:42]([CH3:53])[CH:41]=1, predict the reactants needed to synthesize it. (3) The reactants are: Cl.[CH3:2][O:3][C:4]1[CH:9]=[CH:8][C:7]([N:10]2[C:14]([C:15]3[CH:22]=[CH:21][C:18]([CH2:19][NH2:20])=[CH:17][CH:16]=3)=[CH:13][C:12]([C:23]([F:26])([F:25])[F:24])=[N:11]2)=[CH:6][CH:5]=1.C(N(CC)CC)C.[C:34](Cl)(=[O:36])[CH3:35]. Given the product [CH3:2][O:3][C:4]1[CH:5]=[CH:6][C:7]([N:10]2[C:14]([C:15]3[CH:22]=[CH:21][C:18]([CH2:19][NH:20][C:34](=[O:36])[CH3:35])=[CH:17][CH:16]=3)=[CH:13][C:12]([C:23]([F:26])([F:24])[F:25])=[N:11]2)=[CH:8][CH:9]=1, predict the reactants needed to synthesize it. (4) Given the product [OH:39][CH:36]([CH2:35][OH:40])[CH2:37][N:29]1[CH2:28][CH2:27][C:26]2[C:31](=[CH:32][CH:33]=[CH:34][C:25]=2[C:22]2[N:21]=[C:20]([C:17]3[CH:18]=[CH:19][C:12]([O:11][CH:9]([CH3:8])[CH3:10])=[C:13]([CH:16]=3)[C:14]#[N:15])[O:24][N:23]=2)[CH2:30]1, predict the reactants needed to synthesize it. The reactants are: FC(F)(F)C(O)=O.[CH3:8][CH:9]([O:11][C:12]1[CH:19]=[CH:18][C:17]([C:20]2[O:24][N:23]=[C:22]([C:25]3[CH:34]=[CH:33][CH:32]=[C:31]4[C:26]=3[CH2:27][CH2:28][NH:29][CH2:30]4)[N:21]=2)=[CH:16][C:13]=1[C:14]#[N:15])[CH3:10].[CH2:35]([OH:40])[CH:36]([OH:39])[CH:37]=O.C(O)(=O)C.C(O[BH-](OC(=O)C)OC(=O)C)(=O)C.[Na+].C(=O)([O-])O.[Na+].